This data is from NCI-60 drug combinations with 297,098 pairs across 59 cell lines. The task is: Regression. Given two drug SMILES strings and cell line genomic features, predict the synergy score measuring deviation from expected non-interaction effect. Drug 1: C1C(C(OC1N2C=NC3=C(N=C(N=C32)Cl)N)CO)O. Drug 2: CC12CCC3C(C1CCC2OP(=O)(O)O)CCC4=C3C=CC(=C4)OC(=O)N(CCCl)CCCl.[Na+]. Cell line: UACC-257. Synergy scores: CSS=33.4, Synergy_ZIP=-6.48, Synergy_Bliss=-2.41, Synergy_Loewe=-15.2, Synergy_HSA=0.388.